This data is from CYP2D6 inhibition data for predicting drug metabolism from PubChem BioAssay. The task is: Regression/Classification. Given a drug SMILES string, predict its absorption, distribution, metabolism, or excretion properties. Task type varies by dataset: regression for continuous measurements (e.g., permeability, clearance, half-life) or binary classification for categorical outcomes (e.g., BBB penetration, CYP inhibition). Dataset: cyp2d6_veith. (1) The compound is COc1ccc(-c2nc3cnc(Oc4cccc(Cl)c4)nc3n(CCC#N)c2=O)cc1. The result is 0 (non-inhibitor). (2) The molecule is NC(N)=NCc1cccc(I)c1. The result is 1 (inhibitor).